From a dataset of Reaction yield outcomes from USPTO patents with 853,638 reactions. Predict the reaction yield, written as a fraction of the theoretical maximum amount of product (1.0 means a 100% yield; for example, 0.34 means a 34% yield). The reactants are [C:1]([C:5]1[CH:43]=[CH:42][C:8]([C:9]([NH:11][C@@H:12]([CH2:16][C:17]2[CH:22]=[CH:21][C:20]([C:23]3[N:27]=[C:26]([C:28]4[CH:33]=[CH:32][C:31]([O:34][CH2:35][CH2:36][CH2:37][CH2:38][CH2:39][CH2:40][CH3:41])=[CH:30][CH:29]=4)[O:25][N:24]=3)=[CH:19][CH:18]=2)[C:13](O)=[O:14])=[O:10])=[CH:7][CH:6]=1)([CH3:4])([CH3:3])[CH3:2].C1C=CC2N(O)N=NC=2C=1.CCN=C=NCCCN(C)C.[NH2:65][CH2:66][C:67]([O:69]C(C)(C)C)=[O:68]. The catalyst is CN(C=O)C. The product is [C:1]([C:5]1[CH:43]=[CH:42][C:8]([C:9]([NH:11][C@@H:12]([CH2:16][C:17]2[CH:22]=[CH:21][C:20]([C:23]3[N:27]=[C:26]([C:28]4[CH:29]=[CH:30][C:31]([O:34][CH2:35][CH2:36][CH2:37][CH2:38][CH2:39][CH2:40][CH3:41])=[CH:32][CH:33]=4)[O:25][N:24]=3)=[CH:19][CH:18]=2)[C:13]([NH:65][CH2:66][C:67]([OH:69])=[O:68])=[O:14])=[O:10])=[CH:7][CH:6]=1)([CH3:4])([CH3:2])[CH3:3]. The yield is 0.880.